From a dataset of Forward reaction prediction with 1.9M reactions from USPTO patents (1976-2016). Predict the product of the given reaction. (1) Given the reactants Cl[C:2]1[N:7]=[CH:6][C:5]([C:8]([C:10]2[CH:15]=[CH:14][C:13]([O:16][CH:17]3[CH2:22][CH2:21][CH2:20][CH2:19][O:18]3)=[CH:12][CH:11]=2)=[O:9])=[CH:4][CH:3]=1.[CH3:23][N:24]([CH2:32][C:33]#[CH:34])[C:25](=[O:31])[O:26][C:27]([CH3:30])([CH3:29])[CH3:28], predict the reaction product. The product is: [CH3:23][N:24]([CH2:32][C:33]#[C:34][C:2]1[CH:3]=[CH:4][C:5]([C:8](=[O:9])[C:10]2[CH:15]=[CH:14][C:13]([O:16][CH:17]3[CH2:22][CH2:21][CH2:20][CH2:19][O:18]3)=[CH:12][CH:11]=2)=[CH:6][N:7]=1)[C:25](=[O:31])[O:26][C:27]([CH3:29])([CH3:30])[CH3:28]. (2) Given the reactants [CH2:1]([N:3]1[CH2:8][CH2:7][CH:6]([C:9]2[C:10]([F:16])=[C:11]([OH:15])[CH:12]=[CH:13][CH:14]=2)[CH2:5][CH2:4]1)[CH3:2].C(N(CC)CC)C.[CH3:24][S:25](Cl)(=[O:27])=[O:26].O, predict the reaction product. The product is: [CH3:24][S:25]([O:15][C:11]1[CH:12]=[CH:13][CH:14]=[C:9]([CH:6]2[CH2:7][CH2:8][N:3]([CH2:1][CH3:2])[CH2:4][CH2:5]2)[C:10]=1[F:16])(=[O:27])=[O:26]. (3) Given the reactants [F:1][C:2]1[CH:29]=[CH:28][C:5]([CH2:6][NH:7][C:8]([C:10]2[C:11](=[O:27])[C:12]3[C:13]4[N:14]([CH:26]=2)[CH2:15][C:16](=[O:25])[N:17]([CH3:24])[C:18]=4[CH:19]=[C:20]([CH2:22]Cl)[CH:21]=3)=[O:9])=[CH:4][CH:3]=1.[O:30]1[C:34]2[CH:35]=[CH:36][CH:37]=[CH:38][C:33]=2[CH:32]=[C:31]1[C@@H:39]([OH:43])[CH2:40][NH:41][CH3:42].CCN(C(C)C)C(C)C, predict the reaction product. The product is: [O:30]1[C:34]2[CH:35]=[CH:36][CH:37]=[CH:38][C:33]=2[CH:32]=[C:31]1[C@@H:39]([OH:43])[CH2:40][N:41]([CH2:22][C:20]1[CH:21]=[C:12]2[C:11](=[O:27])[C:10]([C:8]([NH:7][CH2:6][C:5]3[CH:28]=[CH:29][C:2]([F:1])=[CH:3][CH:4]=3)=[O:9])=[CH:26][N:14]3[CH2:15][C:16](=[O:25])[N:17]([CH3:24])[C:18]([CH:19]=1)=[C:13]23)[CH3:42]. (4) Given the reactants [CH2:1]1[NH:6][CH2:5][CH2:4][N:3]2[C:7](=[O:10])[CH2:8][CH2:9][CH:2]12.Cl[C:12]1[C:21]2[C:16](=[CH:17][C:18]([Cl:22])=[CH:19][CH:20]=2)[CH:15]=[N:14][N:13]=1, predict the reaction product. The product is: [Cl:22][C:18]1[CH:17]=[C:16]2[C:21](=[CH:20][CH:19]=1)[C:12]([N:6]1[CH2:5][CH2:4][N:3]3[C:7](=[O:10])[CH2:8][CH2:9][CH:2]3[CH2:1]1)=[N:13][N:14]=[CH:15]2. (5) Given the reactants [N+:1]([C:4]1[CH:9]=[CH:8][C:7]([C:10](=[O:14])[C:11]([OH:13])=O)=[CH:6][CH:5]=1)([O-:3])=[O:2].S(Cl)(Cl)=O.[NH2:19][C:20]1[CH:21]=[CH:22][C:23]2[C:28](=[O:29])[O:27][N:26]=[C:25]([CH3:30])[C:24]=2[CH:31]=1, predict the reaction product. The product is: [N+:1]([C:4]1[CH:5]=[CH:6][C:7]([C:10](=[O:14])[C:11]([NH:19][C:20]2[CH:21]=[CH:22][C:23]3[C:28](=[O:29])[O:27][N:26]=[C:25]([CH3:30])[C:24]=3[CH:31]=2)=[O:13])=[CH:8][CH:9]=1)([O-:3])=[O:2]. (6) Given the reactants [C:1]([C:3]1[CH:28]=[C:27]([CH3:29])[C:6]([C:7]([NH:9][CH2:10][CH2:11][C@H:12]([N:14]2[CH2:19][CH2:18][CH:17]([NH:20][CH2:21][C:22]3[CH:26]=[CH:25][S:24][CH:23]=3)[CH2:16][CH2:15]2)[CH3:13])=[O:8])=[C:5]([CH3:30])[N:4]=1)#[N:2].Cl.[NH2:32][OH:33], predict the reaction product. The product is: [OH:33][NH:32][C:1]([C:3]1[CH:28]=[C:27]([CH3:29])[C:6]([C:7]([NH:9][CH2:10][CH2:11][C@H:12]([N:14]2[CH2:19][CH2:18][CH:17]([NH:20][CH2:21][C:22]3[CH:26]=[CH:25][S:24][CH:23]=3)[CH2:16][CH2:15]2)[CH3:13])=[O:8])=[C:5]([CH3:30])[N:4]=1)=[NH:2].